From a dataset of Forward reaction prediction with 1.9M reactions from USPTO patents (1976-2016). Predict the product of the given reaction. (1) The product is: [CH3:38][O:37][C:34]1[CH:33]=[CH:32][C:31]([CH2:30][N:8]([CH2:7][C:6]2[CH:5]=[CH:4][C:3]([O:2][CH3:1])=[CH:40][CH:39]=2)[C:9]2[N:10]=[CH:11][C:12]([C:15]3[C:16]4[CH2:29][CH2:28][N:27]([C:42]5[CH:47]=[CH:46][C:45]([CH2:48][CH2:49][S:50]([N:53]6[CH2:54][CH2:55][N:56]([CH3:59])[CH2:57][CH2:58]6)(=[O:52])=[O:51])=[CH:44][CH:43]=5)[C:17]=4[N:18]=[C:19]([N:21]4[CH2:26][CH2:25][O:24][CH2:23][CH2:22]4)[N:20]=3)=[CH:13][N:14]=2)=[CH:36][CH:35]=1. Given the reactants [CH3:1][O:2][C:3]1[CH:40]=[CH:39][C:6]([CH2:7][N:8]([CH2:30][C:31]2[CH:36]=[CH:35][C:34]([O:37][CH3:38])=[CH:33][CH:32]=2)[C:9]2[N:14]=[CH:13][C:12]([C:15]3[C:16]4[CH2:29][CH2:28][NH:27][C:17]=4[N:18]=[C:19]([N:21]4[CH2:26][CH2:25][O:24][CH2:23][CH2:22]4)[N:20]=3)=[CH:11][N:10]=2)=[CH:5][CH:4]=1.Br[C:42]1[CH:47]=[CH:46][C:45]([CH2:48][CH2:49][S:50]([N:53]2[CH2:58][CH2:57][N:56]([CH3:59])[CH2:55][CH2:54]2)(=[O:52])=[O:51])=[CH:44][CH:43]=1.COC(=O)C1C=CC(Br)=CC=1, predict the reaction product. (2) Given the reactants [C:1]([CH2:3][CH2:4][O:5][CH2:6][O:7][C@@H:8]1[C@H:12]([OH:13])[C@@H:11]([CH2:14][OH:15])[O:10][C@H:9]1[N:16]1[CH:23]=[CH:22][C:20](=[O:21])[NH:19][C:17]1=[O:18])#[N:2].N1C=CC=CC=1.[CH3:30][O:31][C:32]1[CH:53]=[CH:52][C:35]([C:36](Cl)([C:45]2[CH:50]=[CH:49][CH:48]=[CH:47][CH:46]=2)[C:37]2[CH:42]=[CH:41][C:40]([O:43][CH3:44])=[CH:39][CH:38]=2)=[CH:34][CH:33]=1, predict the reaction product. The product is: [CH3:44][O:43][C:40]1[CH:39]=[CH:38][C:37]([C:36]([O:15][CH2:14][C@H:11]2[O:10][C@@H:9]([N:16]3[CH:23]=[CH:22][C:20](=[O:21])[NH:19][C:17]3=[O:18])[C@H:8]([O:7][CH2:6][O:5][CH2:4][CH2:3][C:1]#[N:2])[C@@H:12]2[OH:13])([C:45]2[CH:46]=[CH:47][CH:48]=[CH:49][CH:50]=2)[C:35]2[CH:52]=[CH:53][C:32]([O:31][CH3:30])=[CH:33][CH:34]=2)=[CH:42][CH:41]=1. (3) Given the reactants N(C(N1CCCCC1)=O)=NC(N1CCCCC1)=O.C(P(CCCC)CCCC)CCC.[CH3:32]/[C:33](/[C:37]#[C:38][C:39]1[CH:44]=[CH:43][CH:42]=[CH:41][CH:40]=1)=[CH:34]/[CH2:35][OH:36].[CH2:45]([O:47][C@@H:48]([CH2:54][C:55]1[CH:60]=[CH:59][C:58](O)=[CH:57][CH:56]=1)[C:49]([O:51][CH2:52][CH3:53])=[O:50])[CH3:46], predict the reaction product. The product is: [CH2:52]([O:51][C:49](=[O:50])[C@@H:48]([O:47][CH2:45][CH3:46])[CH2:54][C:55]1[CH:60]=[CH:59][C:58]([O:36][CH2:35]/[CH:34]=[C:33](/[CH3:32])\[C:37]#[C:38][C:39]2[CH:44]=[CH:43][CH:42]=[CH:41][CH:40]=2)=[CH:57][CH:56]=1)[CH3:53]. (4) The product is: [Cl:8][C:6]1[N:5]=[N:4][C:3]([O:9][CH2:10][C:11]([F:14])([F:13])[F:12])=[C:2]([C:19]2[CH:20]=[CH:21][C:16]([Cl:15])=[CH:17][CH:18]=2)[CH:7]=1. Given the reactants Br[C:2]1[CH:7]=[C:6]([Cl:8])[N:5]=[N:4][C:3]=1[O:9][CH2:10][C:11]([F:14])([F:13])[F:12].[Cl:15][C:16]1[CH:21]=[CH:20][C:19](B(O)O)=[CH:18][CH:17]=1.C(=O)([O-])[O-].[K+].[K+], predict the reaction product.